From a dataset of Forward reaction prediction with 1.9M reactions from USPTO patents (1976-2016). Predict the product of the given reaction. (1) Given the reactants [F:1][C:2]1[CH:7]=[CH:6][C:5]([CH:8]2[CH:17]([C:18]3[S:19][CH:20]=[CH:21][N:22]=3)[C:16](=O)[C:15]3[C:14]([C:24]([O:26]CC)=O)=[CH:13][CH:12]=[CH:11][C:10]=3[NH:9]2)=[CH:4][CH:3]=1.O.[NH2:30][NH2:31], predict the reaction product. The product is: [F:1][C:2]1[CH:7]=[CH:6][C:5]([CH:8]2[NH:9][C:10]3[C:15]4[C:16](=[N:30][NH:31][C:24](=[O:26])[C:14]=4[CH:13]=[CH:12][CH:11]=3)[CH:17]2[C:18]2[S:19][CH:20]=[CH:21][N:22]=2)=[CH:4][CH:3]=1. (2) Given the reactants [CH3:1][C:2]1[N:7]=[C:6]([CH:8]([NH:14][C:15]2[CH:28]=[CH:27][C:26]3[S:25][C:24]4[C:19](=[CH:20][CH:21]=[CH:22][C:23]=4[C:29]4[NH:30][C:31](=[O:41])[CH:32]=[C:33]([N:35]5[CH2:40][CH2:39][O:38][CH2:37][CH2:36]5)[CH:34]=4)[S:18][C:17]=3[CH:16]=2)[CH2:9][NH:10][C:11](=O)[CH3:12])[CH:5]=[CH:4][CH:3]=1.C(=O)([O-])O.[Na+].[Cl-].[Na+], predict the reaction product. The product is: [CH2:11]([NH:10][CH2:9][CH:8]([NH:14][C:15]1[CH:16]=[C:17]2[C:26](=[CH:27][CH:28]=1)[S:25][C:24]1[C:23]([C:29]3[NH:30][C:31](=[O:41])[CH:32]=[C:33]([N:35]4[CH2:36][CH2:37][O:38][CH2:39][CH2:40]4)[CH:34]=3)=[CH:22][CH:21]=[CH:20][C:19]=1[S:18]2)[C:6]1[CH:5]=[CH:4][CH:3]=[C:2]([CH3:1])[N:7]=1)[CH3:12]. (3) Given the reactants [CH3:1][C:2]([CH3:30])([CH3:29])[CH:3]([OH:28])[CH2:4][O:5][C:6]1[CH:11]=[CH:10][C:9]([C:12]([C:17]2[CH:25]=[CH:24][C:20]([C:21]([OH:23])=[O:22])=[C:19]([CH3:26])[CH:18]=2)([CH2:15][CH3:16])[CH2:13][CH3:14])=[CH:8][C:7]=1[CH3:27].CC(OI1(OC(C)=O)(OC(C)=O)OC(=O)C2C=CC=CC1=2)=O, predict the reaction product. The product is: [CH3:30][C:2]([CH3:1])([CH3:29])[C:3](=[O:28])[CH2:4][O:5][C:6]1[CH:11]=[CH:10][C:9]([C:12]([C:17]2[CH:25]=[CH:24][C:20]([C:21]([OH:23])=[O:22])=[C:19]([CH3:26])[CH:18]=2)([CH2:15][CH3:16])[CH2:13][CH3:14])=[CH:8][C:7]=1[CH3:27]. (4) Given the reactants [Br:1][C:2]1[CH:34]=[CH:33][CH:32]=[CH:31][C:3]=1[C:4]([C:6]1[C:11]([N:12](COC)[S:13]([C:16]2[CH:21]=[CH:20][C:19]([Cl:22])=[C:18]([C:23]([F:26])([F:25])[F:24])[CH:17]=2)(=[O:15])=[O:14])=[CH:10][C:9]([Cl:30])=[CH:8][N:7]=1)=[O:5].O, predict the reaction product. The product is: [Br:1][C:2]1[CH:34]=[CH:33][CH:32]=[CH:31][C:3]=1[C:4]([C:6]1[C:11]([NH:12][S:13]([C:16]2[CH:21]=[CH:20][C:19]([Cl:22])=[C:18]([C:23]([F:24])([F:26])[F:25])[CH:17]=2)(=[O:14])=[O:15])=[CH:10][C:9]([Cl:30])=[CH:8][N:7]=1)=[O:5]. (5) Given the reactants [F:1][C:2]1[CH:7]=[CH:6][C:5]([CH:8]([O:24][C:25](=[O:27])[NH2:26])[CH2:9][CH2:10][N:11]2[CH2:16][CH2:15][N:14]([C:17]3[CH:22]=[CH:21][C:20]([OH:23])=[CH:19][CH:18]=3)[CH2:13][CH2:12]2)=[CH:4][CH:3]=1.C(N(CC)CC)C.[CH3:35][C:36]([CH3:41])([CH3:40])[C:37](Cl)=[O:38], predict the reaction product. The product is: [C:25](=[O:27])([O:24][CH:8]([C:5]1[CH:6]=[CH:7][C:2]([F:1])=[CH:3][CH:4]=1)[CH2:9][CH2:10][N:11]1[CH2:16][CH2:15][N:14]([C:17]2[CH:22]=[CH:21][C:20]([O:23][C:37](=[O:38])[C:36]([CH3:41])([CH3:40])[CH3:35])=[CH:19][CH:18]=2)[CH2:13][CH2:12]1)[NH2:26]. (6) Given the reactants [CH2:1]([O:3][C:4]1[CH2:10][C:9](=[O:11])[NH:8][C:7]2[CH:12]=[CH:13][CH:14]=[CH:15][C:6]=2[N:5]=1)[CH3:2].Br[CH2:17][C:18]([N:20]([CH:27]([CH3:29])[CH3:28])[C:21]1[CH:26]=[CH:25][CH:24]=[CH:23][CH:22]=1)=[O:19], predict the reaction product. The product is: [CH2:1]([O:3][C:4]1[CH2:10][C:9](=[O:11])[N:8]([CH2:17][C:18]([N:20]([CH:27]([CH3:29])[CH3:28])[C:21]2[CH:26]=[CH:25][CH:24]=[CH:23][CH:22]=2)=[O:19])[C:7]2[CH:12]=[CH:13][CH:14]=[CH:15][C:6]=2[N:5]=1)[CH3:2].